This data is from Full USPTO retrosynthesis dataset with 1.9M reactions from patents (1976-2016). The task is: Predict the reactants needed to synthesize the given product. (1) Given the product [CH3:1][O:2][C:3](=[O:55])[C@@H:4]([NH:20][C:21]([C@@H:23]1[CH2:36][C:35]2[CH:34]=[C:33]3[C:28]([O:29][C@H:30]([C:39]4[CH:40]=[CH:41][C:42]([O:45][CH2:60][C:59]5[CH:62]=[CH:63][C:64]([Cl:65])=[C:57]([Cl:56])[CH:58]=5)=[CH:43][CH:44]=4)[C:31](=[O:38])[N:32]3[CH3:37])=[CH:27][C:26]=2[CH2:25][N:24]1[C@@H:46]([C:49]1[CH:50]=[CH:51][CH:52]=[CH:53][CH:54]=1)[CH2:47][CH3:48])=[O:22])[CH2:5][C:6]1[CH:11]=[CH:10][C:9]([C:12]2[CH:13]=[CH:14][C:15]([C:18]#[N:19])=[CH:16][CH:17]=2)=[CH:8][CH:7]=1, predict the reactants needed to synthesize it. The reactants are: [CH3:1][O:2][C:3](=[O:55])[C@@H:4]([NH:20][C:21]([C@@H:23]1[CH2:36][C:35]2[CH:34]=[C:33]3[C:28]([O:29][C@H:30]([C:39]4[CH:44]=[CH:43][C:42]([OH:45])=[CH:41][CH:40]=4)[C:31](=[O:38])[N:32]3[CH3:37])=[CH:27][C:26]=2[CH2:25][N:24]1[C@@H:46]([C:49]1[CH:54]=[CH:53][CH:52]=[CH:51][CH:50]=1)[CH2:47][CH3:48])=[O:22])[CH2:5][C:6]1[CH:11]=[CH:10][C:9]([C:12]2[CH:17]=[CH:16][C:15]([C:18]#[N:19])=[CH:14][CH:13]=2)=[CH:8][CH:7]=1.[Cl:56][C:57]1[CH:58]=[C:59]([CH:62]=[CH:63][C:64]=1[Cl:65])[CH2:60]Br.C(=O)([O-])[O-].[K+].[K+].C(=O)(O)[O-].[Na+]. (2) Given the product [C:1]12([C:11]3[CH:12]=[C:13]([C:18]4[CH:23]=[CH:22][CH:21]=[C:20]([CH2:24][CH:25]5[S:29][C:28]([N:32]6[CH2:36][CH2:35][CH2:34][CH2:33]6)=[N:27][C:26]5=[O:31])[CH:19]=4)[CH:14]=[CH:15][C:16]=3[OH:17])[CH2:8][CH:7]3[CH2:9][CH:3]([CH2:4][CH:5]([CH2:6]3)[CH2:10]1)[CH2:2]2, predict the reactants needed to synthesize it. The reactants are: [C:1]12([C:11]3[CH:12]=[C:13]([C:18]4[CH:23]=[CH:22][CH:21]=[C:20]([CH2:24][CH:25]5[S:29][C:28](=S)[NH:27][C:26]5=[O:31])[CH:19]=4)[CH:14]=[CH:15][C:16]=3[OH:17])[CH2:10][CH:5]3[CH2:6][CH:7]([CH2:9][CH:3]([CH2:4]3)[CH2:2]1)[CH2:8]2.[NH:32]1[CH2:36][CH2:35][CH2:34][CH2:33]1. (3) Given the product [NH2:21][C:18]1[S:19][CH:20]=[C:16](/[C:15](=[N:22]/[O:23][C:24]([CH3:29])([CH3:28])[C:25]([OH:27])=[O:26])/[C:14]([NH:13][C@@H:12]2[C:11](=[O:31])[N:10]([S:32]([OH:35])(=[O:34])=[O:33])[C@@H:9]2[CH2:8][N:7]2[C:3]([CH2:2][NH:1][C:42]([NH2:43])=[NH:37])=[N:4][CH:5]=[N:6]2)=[O:30])[N:17]=1, predict the reactants needed to synthesize it. The reactants are: [NH2:1][CH2:2][C:3]1[N:7]([CH2:8][C@@H:9]2[C@H:12]([NH:13][C:14](=[O:30])/[C:15](=[N:22]\[O:23][C:24]([CH3:29])([CH3:28])[C:25]([OH:27])=[O:26])/[C:16]3[N:17]=[C:18]([NH2:21])[S:19][CH:20]=3)[C:11](=[O:31])[N:10]2[S:32]([OH:35])(=[O:34])=[O:33])[N:6]=[CH:5][N:4]=1.Cl.[N:37]1([C:42](N)=[NH:43])C=CC=N1.CCN(C(C)C)C(C)C. (4) Given the product [OH:27][CH:26]([CH2:4][CH2:5][CH2:6][C:7]1([CH3:12])[O:11][CH2:10][CH2:9][O:8]1)[CH2:25][O:24][CH:18]1[C:17](=[O:28])[CH2:16][CH2:15][C:14]2([CH3:13])[CH:19]1[CH2:20][CH2:21][C:22]2=[O:23], predict the reactants needed to synthesize it. The reactants are: [I-].[K+].Cl[CH2:4][CH2:5][CH2:6][C:7]1([CH3:12])[O:11][CH2:10][CH2:9][O:8]1.[CH3:13][C:14]12[C:22](=[O:23])[CH2:21][CH2:20][CH:19]1[CH:18]([O:24][CH2:25][CH:26]=[O:27])[C:17](=[O:28])[CH2:16][CH2:15]2.O. (5) Given the product [Cl:17][C:10]1[CH:9]=[C:8]([C:18]([N:20]([O:22][CH3:23])[CH3:21])=[O:19])[C:7]([N:30]2[CH2:31][CH2:32][CH2:33][C@@H:29]2[CH2:28][O:27][CH3:26])=[C:16]2[C:11]=1[CH:12]=[CH:13][CH:14]=[N:15]2, predict the reactants needed to synthesize it. The reactants are: FC(F)(F)S(O[C:7]1[C:8]([C:18]([N:20]([O:22][CH3:23])[CH3:21])=[O:19])=[CH:9][C:10]([Cl:17])=[C:11]2[C:16]=1[N:15]=[CH:14][CH:13]=[CH:12]2)(=O)=O.[CH3:26][O:27][CH2:28][C@H:29]1[CH2:33][CH2:32][CH2:31][NH:30]1.C(=O)([O-])[O-].[Cs+].[Cs+].